This data is from Forward reaction prediction with 1.9M reactions from USPTO patents (1976-2016). The task is: Predict the product of the given reaction. (1) Given the reactants [CH3:1][O:2][C:3]1[CH:4]=[C:5]2[C:9](=[CH:10][CH:11]=1)[C:8](=[CH:12][C:13]([O:15][CH2:16][CH3:17])=[O:14])[CH2:7][CH2:6]2.[H][H], predict the reaction product. The product is: [CH3:1][O:2][C:3]1[CH:4]=[C:5]2[C:9](=[CH:10][CH:11]=1)[CH:8]([CH2:12][C:13]([O:15][CH2:16][CH3:17])=[O:14])[CH2:7][CH2:6]2. (2) Given the reactants [CH3:1][C:2]1[C:6]2[N:7]=[CH:8][NH:9][C:10](=O)[C:5]=2[S:4][CH:3]=1.P(Cl)(Cl)([Cl:14])=O, predict the reaction product. The product is: [Cl:14][C:10]1[C:5]2[S:4][CH:3]=[C:2]([CH3:1])[C:6]=2[N:7]=[CH:8][N:9]=1. (3) Given the reactants [Cl:1][C:2]1[CH:28]=[CH:27][C:5]([CH2:6][C:7]2[C:16]([OH:17])=[C:15]([C:18]([OH:20])=[O:19])[C:14]3[C:9](=[C:10](C4C=CC=CC=4)[CH:11]=[CH:12][CH:13]=3)[N:8]=2)=[CH:4][CH:3]=1.[Br:29]C1C=CC=C2C=1NC(=O)C2=O.C(OCC(=O)CC1C=CC(Cl)=CC=1)(=O)C, predict the reaction product. The product is: [Br:29][C:10]1[CH:11]=[CH:12][CH:13]=[C:14]2[C:9]=1[N:8]=[C:7]([CH2:6][C:5]1[CH:27]=[CH:28][C:2]([Cl:1])=[CH:3][CH:4]=1)[C:16]([OH:17])=[C:15]2[C:18]([OH:20])=[O:19]. (4) Given the reactants [S:1]1[CH:5]=[CH:4][CH:3]=[C:2]1[CH2:6][C:7]([NH:9][C:10]1[CH:11]=[C:12]2[C:16](=[CH:17][CH:18]=1)[N:15]([C:19]1[N:27]=[C:26]([NH:28][C@H:29]3[CH2:34][CH2:33][C@H:32]([NH:35]C(OC(C)(C)C)=O)[CH2:31][CH2:30]3)[N:25]=[C:24]3[C:20]=1[N:21]=[CH:22][N:23]3C(OC(C)(C)C)=O)[CH2:14][CH2:13]2)=[O:8].Cl, predict the reaction product. The product is: [NH2:35][C@H:32]1[CH2:31][CH2:30][C@H:29]([NH:28][C:26]2[N:25]=[C:24]3[C:20]([N:21]=[CH:22][NH:23]3)=[C:19]([N:15]3[C:16]4[C:12](=[CH:11][C:10]([NH:9][C:7](=[O:8])[CH2:6][C:2]5[S:1][CH:5]=[CH:4][CH:3]=5)=[CH:18][CH:17]=4)[CH2:13][CH2:14]3)[N:27]=2)[CH2:34][CH2:33]1. (5) Given the reactants [Cl:1][C:2]1[CH:7]=[CH:6][N:5]([CH:8]([CH:10]([CH3:12])[CH3:11])[CH3:9])[C:4](=[O:13])[C:3]=1[CH:14]=[N:15]O.P(Cl)(Cl)(Cl)=O.C(=O)([O-])O.[Na+], predict the reaction product. The product is: [Cl:1][C:2]1[CH:7]=[CH:6][N:5]([CH:8]([CH:10]([CH3:11])[CH3:12])[CH3:9])[C:4](=[O:13])[C:3]=1[C:14]#[N:15]. (6) Given the reactants C[Si](C)(C)N[Si](C)(C)C.[K].[CH2:11]([O:13][C:14]([C:16]1[C:25](=[O:26])[C:24]2[C:19](=[N:20][C:21]([CH3:27])=[CH:22][CH:23]=2)[NH:18][CH:17]=1)=[O:15])[CH3:12].[Br:28][C:29]1[CH:34]=[CH:33][CH:32]=[C:31]([CH2:35]Br)[N:30]=1.O, predict the reaction product. The product is: [CH2:11]([O:13][C:14]([C:16]1[C:25](=[O:26])[C:24]2[C:19](=[N:20][C:21]([CH3:27])=[CH:22][CH:23]=2)[N:18]([CH2:35][C:31]2[CH:32]=[CH:33][CH:34]=[C:29]([Br:28])[N:30]=2)[CH:17]=1)=[O:15])[CH3:12]. (7) Given the reactants [CH:1]#[C:2][CH:3](O)[CH2:4][CH3:5].[NH2:7][C:8]1[CH:13]=[CH:12][CH:11]=[CH:10][CH:9]=1.Cl.NC1C=CC=CC=1, predict the reaction product. The product is: [CH2:2]([C:3]1[C:13]2[C:8](=[CH:9][CH:10]=[CH:11][CH:12]=2)[NH:7][C:4]=1[CH3:5])[CH3:1].